From a dataset of Catalyst prediction with 721,799 reactions and 888 catalyst types from USPTO. Predict which catalyst facilitates the given reaction. (1) Reactant: [CH3:1][C:2]1[CH:7]=[CH:6][C:5]([O:8][C:9]2[N:14]=[CH:13][C:12]([NH:15][C:16](=[O:20])[C@@H:17]([CH3:19])[NH2:18])=[CH:11][CH:10]=2)=[CH:4][C:3]=1[O:21][CH3:22].Cl[C:24](Cl)([O:26]C(=O)OC(Cl)(Cl)Cl)Cl. Product: [CH3:19][C@H:17]1[NH:18][C:24](=[O:26])[N:15]([C:12]2[CH:13]=[N:14][C:9]([O:8][C:5]3[CH:6]=[CH:7][C:2]([CH3:1])=[C:3]([O:21][CH3:22])[CH:4]=3)=[CH:10][CH:11]=2)[C:16]1=[O:20]. The catalyst class is: 4. (2) Reactant: [CH3:1][O:2][C:3]([CH:5]1[CH2:14][CH:13]2[CH:8]([CH:9]=[C:10]([O:17][CH3:18])[C:11]([O:15][CH3:16])=[CH:12]2)[C:7]([C:19]2[CH:27]=[CH:26][C:22]3[O:23][CH2:24][O:25][C:21]=3[CH:20]=2)=[N:6]1)=[O:4].[BH4-].[Na+]. Product: [CH3:1][O:2][C:3]([CH:5]1[CH2:14][CH:13]2[CH:8]([CH:9]=[C:10]([O:17][CH3:18])[C:11]([O:15][CH3:16])=[CH:12]2)[CH:7]([C:19]2[CH:27]=[CH:26][C:22]3[O:23][CH2:24][O:25][C:21]=3[CH:20]=2)[NH:6]1)=[O:4]. The catalyst class is: 5. (3) The catalyst class is: 5. Product: [CH3:32][O:31][C:29](=[O:30])[C:28]1[CH:33]=[CH:34][C:25]([CH2:24][N:13]([C@H:6]([C:7]2[CH:8]=[CH:9][CH:10]=[CH:11][CH:12]=2)[CH2:5][OH:4])[S:14]([C:17]2[CH:22]=[CH:21][C:20]([Cl:23])=[CH:19][CH:18]=2)(=[O:16])=[O:15])=[CH:26][CH:27]=1. Reactant: C([O:4][CH2:5][C@H:6]([N:13]([CH2:24][C:25]1[CH:34]=[CH:33][C:28]([C:29]([O:31][CH3:32])=[O:30])=[CH:27][CH:26]=1)[S:14]([C:17]1[CH:22]=[CH:21][C:20]([Cl:23])=[CH:19][CH:18]=1)(=[O:16])=[O:15])[C:7]1[CH:12]=[CH:11][CH:10]=[CH:9][CH:8]=1)(=O)C.C[O-].[Na+]. (4) Reactant: [CH:1]1([NH:4][C:5]2[C:6]([C:19]3[CH:24]=[CH:23][CH:22]=[CH:21][CH:20]=3)=[N:7][C:8]3[C:13]([N:14]=2)=[CH:12][C:11]([C:15]([O:17]C)=[O:16])=[CH:10][CH:9]=3)[CH2:3][CH2:2]1.[H-].[Na+].[CH3:27]I. Product: [CH:1]1([N:4]([CH3:27])[C:5]2[C:6]([C:19]3[CH:24]=[CH:23][CH:22]=[CH:21][CH:20]=3)=[N:7][C:8]3[C:13]([N:14]=2)=[CH:12][C:11]([C:15]([OH:17])=[O:16])=[CH:10][CH:9]=3)[CH2:3][CH2:2]1. The catalyst class is: 7. (5) Reactant: [CH3:1][O:2][C:3](=[O:21])[CH2:4][CH2:5][CH2:6][NH:7][C:8](=[O:20])[CH:9]([OH:19])[CH2:10][CH2:11][CH2:12][C:13]1[CH:18]=[CH:17][CH:16]=[CH:15][CH:14]=1.COC(=O)CCCN[C:29](=O)[CH:30](O)[CH2:31][CH2:32][CH2:33][CH2:34][C:35]1C=CC=C[CH:36]=1.[OH-].[Na+]. Product: [CH3:1][O:2][C:3](=[O:21])[CH2:4][CH2:5][CH2:6][NH:7][C:8](=[O:20])[C:9](=[O:19])[CH2:10][CH2:11][CH2:12][CH2:13][CH2:18][CH2:17][CH2:16][CH:15]=[CH:14][CH2:29][CH2:30][CH2:31][CH2:32][CH2:33][CH2:34][CH2:35][CH3:36]. The catalyst class is: 38.